This data is from NCI-60 drug combinations with 297,098 pairs across 59 cell lines. The task is: Regression. Given two drug SMILES strings and cell line genomic features, predict the synergy score measuring deviation from expected non-interaction effect. Drug 1: C1CC(=O)NC(=O)C1N2C(=O)C3=CC=CC=C3C2=O. Drug 2: CC1=C(C(=O)C2=C(C1=O)N3CC4C(C3(C2COC(=O)N)OC)N4)N. Cell line: DU-145. Synergy scores: CSS=13.4, Synergy_ZIP=48.4, Synergy_Bliss=46.2, Synergy_Loewe=40.4, Synergy_HSA=40.0.